Regression. Given a peptide amino acid sequence and an MHC pseudo amino acid sequence, predict their binding affinity value. This is MHC class I binding data. From a dataset of Peptide-MHC class I binding affinity with 185,985 pairs from IEDB/IMGT. (1) The peptide sequence is IGFAFYML. The MHC is H-2-Kb with pseudo-sequence H-2-Kb. The binding affinity (normalized) is 0.960. (2) The peptide sequence is YTENTSSYY. The MHC is HLA-A24:03 with pseudo-sequence HLA-A24:03. The binding affinity (normalized) is 0.0847. (3) The peptide sequence is LLFRSIISI. The MHC is HLA-A80:01 with pseudo-sequence HLA-A80:01. The binding affinity (normalized) is 0.0847. (4) The peptide sequence is GLSPTVWLSV. The MHC is HLA-A02:01 with pseudo-sequence HLA-A02:01. The binding affinity (normalized) is 0.689. (5) The binding affinity (normalized) is 0.758. The peptide sequence is IRHENRMVL. The MHC is HLA-B39:01 with pseudo-sequence HLA-B39:01. (6) The peptide sequence is SGGPKYEYRW. The binding affinity (normalized) is 0.146. The MHC is HLA-B52:01 with pseudo-sequence YYATYREISTNTYENIAYWTYNYYTWAELAYLWH. (7) The peptide sequence is ILIEGVFFA. The MHC is HLA-A02:01 with pseudo-sequence HLA-A02:01. The binding affinity (normalized) is 1.00. (8) The peptide sequence is YMRQCINQL. The MHC is HLA-A02:01 with pseudo-sequence HLA-A02:01. The binding affinity (normalized) is 0.322. (9) The peptide sequence is RRKSSGGKGGSY. The MHC is HLA-B27:04 with pseudo-sequence YHTEYREICAKTDESTLYLNYHDYTWAELAYEWY. The binding affinity (normalized) is 0.213. (10) The peptide sequence is SMHYKLDEV. The MHC is HLA-A29:02 with pseudo-sequence HLA-A29:02. The binding affinity (normalized) is 0.0847.